The task is: Regression/Classification. Given a drug SMILES string, predict its toxicity properties. Task type varies by dataset: regression for continuous values (e.g., LD50, hERG inhibition percentage) or binary classification for toxic/non-toxic outcomes (e.g., AMES mutagenicity, cardiotoxicity, hepatotoxicity). Dataset: herg_karim.. This data is from hERG potassium channel inhibition data for cardiac toxicity prediction from Karim et al.. (1) The drug is C[C@@H]1CCCN1CCc1ccc2nc(-c3nc4ccccc4s3)ccc2c1. The result is 1 (blocker). (2) The molecule is Cc1cccnc1CN1CCC2(CC1)C(=O)N(c1ccc(-c3ccc(C(=O)O)cc3)cc1)C(=O)N2c1ccncn1. The result is 0 (non-blocker). (3) The compound is NC1=NC(c2ccncc2)(c2cccc(-c3cncc(F)c3)c2)c2cccc(F)c21. The result is 1 (blocker). (4) The compound is CCOC(=O)C1=C(CN2CCOCC2C(=O)O)NC(c2nccs2)=NC1c1ccc(F)cc1Cl. The result is 0 (non-blocker). (5) The result is 0 (non-blocker). The molecule is O=C(O)/C=C/c1ccc(Cc2c(-c3ccccc3)c(=O)oc3cc(O)ccc23)cc1. (6) The compound is O=C(NC(c1ccc(Cl)cc1)c1ccc(Cl)cc1)[C@@H]1CC[C@@H](N2CCOCC2)C[C@H]1c1ccc(Br)cc1. The result is 1 (blocker).